This data is from Reaction yield outcomes from USPTO patents with 853,638 reactions. The task is: Predict the reaction yield, written as a fraction of the theoretical maximum amount of product (1.0 means a 100% yield; for example, 0.34 means a 34% yield). (1) The reactants are C(O)(C(F)(F)F)=O.[F:8][C:9]1[CH:10]=[C:11]([NH:20][C:21]([C@H:23]2[C:32]3[C:27](=[CH:28][C:29]([O:33][CH3:34])=[CH:30][CH:31]=3)[CH2:26][CH2:25][N:24]2C(OC(C)(C)C)=O)=[O:22])[CH:12]=[C:13]([F:19])[C:14]=1[Si:15]([CH3:18])([CH3:17])[CH3:16].C(=O)([O-])O.[Na+].C(=O)([O-])[O-].[K+].[K+]. No catalyst specified. The product is [F:8][C:9]1[CH:10]=[C:11]([NH:20][C:21]([C@H:23]2[C:32]3[C:27](=[CH:28][C:29]([O:33][CH3:34])=[CH:30][CH:31]=3)[CH2:26][CH2:25][NH:24]2)=[O:22])[CH:12]=[C:13]([F:19])[C:14]=1[Si:15]([CH3:17])([CH3:16])[CH3:18]. The yield is 0.704. (2) The reactants are [F:1][C:2]([F:17])([F:16])[O:3][C:4]1[CH:5]=[C:6]2[C:10](=[CH:11][CH:12]=1)[NH:9][N:8]=[C:7]2C(O)=O.C(=O)(O)[O-].[Na+].[I-:23].[Na+].II. The catalyst is ClC(Cl)C.O.ClCCl. The product is [I:23][C:7]1[C:6]2[C:10](=[CH:11][CH:12]=[C:4]([O:3][C:2]([F:17])([F:16])[F:1])[CH:5]=2)[NH:9][N:8]=1. The yield is 0.670. (3) The reactants are [CH3:1][C:2]([C@H:4]1[C@@H:8]2[C@@H:9]3[C@@:22]([CH3:25])([CH2:23][CH2:24][C@@:7]2([C:31]([OH:33])=[O:32])[CH2:6][CH2:5]1)[C@@:21]1([CH3:26])[C@@H:12]([C@:13]2([CH3:30])[C@@H:18]([CH2:19][CH2:20]1)[C:17]([CH3:28])([CH3:27])[C@@H:16]([OH:29])[CH2:15][CH2:14]2)[CH2:11][CH2:10]3)=[CH2:3].C(=O)([O-])[O-].[K+].[K+].[CH2:40](Br)[C:41]1[CH:46]=[CH:45][CH:44]=[CH:43][CH:42]=1. The catalyst is CN(C=O)C. The product is [OH:29][C@H:16]1[CH2:15][CH2:14][C@@:13]2([CH3:30])[C@@H:18]([CH2:19][CH2:20][C@:21]3([CH3:26])[C@@H:12]2[CH2:11][CH2:10][C@H:9]2[C@@:22]3([CH3:25])[CH2:23][CH2:24][C@@:7]3([C:31]([O:33][CH2:40][C:41]4[CH:46]=[CH:45][CH:44]=[CH:43][CH:42]=4)=[O:32])[CH2:6][CH2:5][C@@H:4]([C:2]([CH3:1])=[CH2:3])[C@@H:8]32)[C:17]1([CH3:27])[CH3:28]. The yield is 0.970. (4) The reactants are [CH2:1]([C:3]1[N:7]([C:8]2[C:9]([CH3:16])=[C:10]([CH:13]=[CH:14][CH:15]=2)[CH:11]=O)[C:6]2[CH:17]=[C:18]([F:21])[CH:19]=[CH:20][C:5]=2[N:4]=1)[CH3:2].[NH2:22][C:23]1[CH:36]=[CH:35][C:26]2[C@H:27]([CH2:30][C:31]([O:33][CH3:34])=[O:32])[CH2:28][O:29][C:25]=2[CH:24]=1.C(O)(=O)C.C(O[BH-](OC(=O)C)OC(=O)C)(=O)C.[Na+]. The catalyst is C(#N)C.C(=O)(O)[O-].[Na+]. The product is [CH2:1]([C:3]1[N:7]([C:8]2[C:9]([CH3:16])=[C:10]([CH:13]=[CH:14][CH:15]=2)[CH2:11][NH:22][C:23]2[CH:36]=[CH:35][C:26]3[C@H:27]([CH2:30][C:31]([O:33][CH3:34])=[O:32])[CH2:28][O:29][C:25]=3[CH:24]=2)[C:6]2[CH:17]=[C:18]([F:21])[CH:19]=[CH:20][C:5]=2[N:4]=1)[CH3:2]. The yield is 0.770. (5) The reactants are Br[C:2]1[CH:3]=[C:4]([CH3:10])[C:5]([C:8]#[N:9])=[N:6][CH:7]=1.[CH3:11][O-:12].[Na+]. The catalyst is CO. The product is [CH3:11][O:12][C:2]1[CH:3]=[C:4]([CH3:10])[C:5]([C:8]#[N:9])=[N:6][CH:7]=1. The yield is 0.790. (6) The reactants are [F:1][C:2]([F:27])([F:26])[O:3][C:4]1[CH:9]=[CH:8][C:7]([N:10]2[CH:14]=[N:13][C:12]([C:15]3[CH:20]=[CH:19][C:18]([CH2:21][C:22]([O:24]C)=[O:23])=[CH:17][CH:16]=3)=[N:11]2)=[CH:6][CH:5]=1.[OH-].[Li+]. The catalyst is O1CCCC1.CO.O. The product is [F:27][C:2]([F:1])([F:26])[O:3][C:4]1[CH:9]=[CH:8][C:7]([N:10]2[CH:14]=[N:13][C:12]([C:15]3[CH:20]=[CH:19][C:18]([CH2:21][C:22]([OH:24])=[O:23])=[CH:17][CH:16]=3)=[N:11]2)=[CH:6][CH:5]=1. The yield is 0.960. (7) The reactants are [OH:1][C:2]1[CH:11]=[C:10]([OH:12])[C:9]([CH2:13][CH:14]=[C:15]([CH3:17])[CH3:16])=[C:8]2[C:3]=1[C:4](=[O:30])[C:5]([O:28][CH3:29])=[C:6]([C:18]1[CH:23]=[CH:22][C:21]([O:24][CH3:25])=[C:20]([O:26][CH3:27])[CH:19]=1)[O:7]2.[OH:31]S(O)(=O)=O. The catalyst is CC(C)=O. The product is [OH:1][C:2]1[CH:11]=[C:10]([OH:12])[C:9]([CH2:13][CH2:14][C:15]([OH:31])([CH3:17])[CH3:16])=[C:8]2[C:3]=1[C:4](=[O:30])[C:5]([O:28][CH3:29])=[C:6]([C:18]1[CH:23]=[CH:22][C:21]([O:24][CH3:25])=[C:20]([O:26][CH3:27])[CH:19]=1)[O:7]2. The yield is 0.120.